Task: Predict the product of the given reaction.. Dataset: Forward reaction prediction with 1.9M reactions from USPTO patents (1976-2016) (1) Given the reactants [I-].[CH3:2][P+](C1C=CC=CC=1)(C1C=CC=CC=1)C1C=CC=CC=1.CC(C)([O-])C.[K+].[CH:28]1[C:41]2[C:42]3=[C:43]4[C:38](=[CH:39][CH:40]=2)[CH:37]=[CH:36][CH:35]=[C:34]4[CH:33]=[CH:32][C:31]3=[C:30]([S:44][C:45]2[CH:52]=[CH:51][CH:50]=[CH:49][C:46]=2[CH:47]=O)[CH:29]=1.C(=O)(O)[O-].[Na+], predict the reaction product. The product is: [CH:28]1[C:41]2[C:42]3=[C:43]4[C:38](=[CH:39][CH:40]=2)[CH:37]=[CH:36][CH:35]=[C:34]4[CH:33]=[CH:32][C:31]3=[C:30]([S:44][C:45]2[CH:52]=[CH:51][CH:50]=[CH:49][C:46]=2[CH:47]=[CH2:2])[CH:29]=1. (2) Given the reactants [CH:1]([C:4]1[CH:9]=[CH:8][CH:7]=[C:6]([CH:10]([CH3:12])[CH3:11])[C:5]=1[N:13]1[CH:17]=[CH:16][N:15]=[C:14]1[C:18]1[CH:19]=[C:20]([OH:25])[CH:21]=[C:22]([CH3:24])[CH:23]=1)([CH3:3])[CH3:2].Br[C:27]1[CH:28]=[C:29]([C:33]2[N:34]([C:38]3[C:43]([CH:44]([CH3:46])[CH3:45])=[CH:42][CH:41]=[CH:40][C:39]=3[CH:47]([CH3:49])[CH3:48])[CH:35]=[CH:36][N:37]=2)[CH:30]=[CH:31][CH:32]=1.N1C=CC=CC=1C(O)=O.O.[O-]P([O-])([O-])=O.[K+].[K+].[K+], predict the reaction product. The product is: [CH:44]([C:43]1[CH:42]=[CH:41][CH:40]=[C:39]([CH:47]([CH3:49])[CH3:48])[C:38]=1[N:34]1[CH:35]=[CH:36][N:37]=[C:33]1[C:29]1[CH:28]=[CH:27][CH:32]=[C:31]([O:25][C:20]2[CH:21]=[C:22]([CH3:24])[CH:23]=[C:18]([C:14]3[N:13]([C:5]4[C:6]([CH:10]([CH3:12])[CH3:11])=[CH:7][CH:8]=[CH:9][C:4]=4[CH:1]([CH3:2])[CH3:3])[CH:17]=[CH:16][N:15]=3)[CH:19]=2)[CH:30]=1)([CH3:45])[CH3:46]. (3) Given the reactants [Cl:1][C:2]1[CH:3]=[CH:4][C:5]([C:8]2[CH:13]=[CH:12][N:11]([C:14]3[CH:15]=[CH:16][C:17]4[C:18]5[CH2:27][N:26](C(OC(C)(C)C)=O)[CH2:25][CH2:24][C:19]=5[N:20]([CH3:23])[C:21]=4[CH:22]=3)[C:10](=[O:35])[CH:9]=2)=[N:6][CH:7]=1.C1(N)C(F)=C(F)C(F)=C(N)C=1F.[ClH:48].Cl, predict the reaction product. The product is: [ClH:1].[ClH:48].[Cl:1][C:2]1[CH:3]=[CH:4][C:5]([C:8]2[CH:13]=[CH:12][N:11]([C:14]3[CH:15]=[CH:16][C:17]4[C:18]5[CH2:27][NH:26][CH2:25][CH2:24][C:19]=5[N:20]([CH3:23])[C:21]=4[CH:22]=3)[C:10](=[O:35])[CH:9]=2)=[N:6][CH:7]=1. (4) The product is: [CH2:1]([C:8]1[S:12][C:11]2[CH:13]=[CH:14][CH:15]=[CH:16][C:10]=2[C:9]=1[CH2:17][CH2:18][C:19]1[CH:24]=[CH:23][C:22]([O:25][S:27]([C:30]2[CH:38]=[CH:37][C:33]([C:34]([OH:36])=[O:35])=[C:32]([OH:39])[CH:31]=2)(=[O:29])=[O:28])=[CH:21][CH:20]=1)[C:2]1[CH:7]=[CH:6][CH:5]=[CH:4][CH:3]=1. Given the reactants [CH2:1]([C:8]1[S:12][C:11]2[CH:13]=[CH:14][CH:15]=[CH:16][C:10]=2[C:9]=1[CH2:17][CH2:18][C:19]1[CH:24]=[CH:23][C:22]([OH:25])=[CH:21][CH:20]=1)[C:2]1[CH:7]=[CH:6][CH:5]=[CH:4][CH:3]=1.Cl[S:27]([C:30]1[CH:38]=[CH:37][C:33]([C:34]([OH:36])=[O:35])=[C:32]([OH:39])[CH:31]=1)(=[O:29])=[O:28], predict the reaction product.